From a dataset of Forward reaction prediction with 1.9M reactions from USPTO patents (1976-2016). Predict the product of the given reaction. Given the reactants [Cl:1][C:2]1[C:9]([Cl:10])=[CH:8][CH:7]=[CH:6][C:3]=1[CH2:4][NH2:5].[CH:11]1[C:20]2[C:15](=[C:16]([CH:21]([CH3:25])[C:22](O)=[O:23])[CH:17]=[CH:18][CH:19]=2)[CH:14]=[CH:13][N:12]=1.C1C2C(=C(CC(O)=O)C=CC=2)C=CN=1, predict the reaction product. The product is: [Cl:1][C:2]1[C:9]([Cl:10])=[CH:8][CH:7]=[CH:6][C:3]=1[CH2:4][NH:5][C:22](=[O:23])[CH:21]([C:16]1[CH:17]=[CH:18][CH:19]=[C:20]2[C:15]=1[CH:14]=[CH:13][N:12]=[CH:11]2)[CH3:25].